This data is from Forward reaction prediction with 1.9M reactions from USPTO patents (1976-2016). The task is: Predict the product of the given reaction. (1) Given the reactants [Cl:1][C:2]1[CH:9]=[CH:8][CH:7]=[CH:6][C:3]=1[CH2:4][NH2:5].[C:10]([NH:18][C:19]1[S:20][C:21]([C:25](Cl)=[O:26])=[C:22]([CH3:24])[N:23]=1)(=[O:17])[C:11]1[CH:16]=[CH:15][CH:14]=[CH:13][CH:12]=1, predict the reaction product. The product is: [Cl:1][C:2]1[CH:9]=[CH:8][CH:7]=[CH:6][C:3]=1[CH2:4][NH:5][C:25]([C:21]1[S:20][C:19]([NH:18][C:10](=[O:17])[C:11]2[CH:12]=[CH:13][CH:14]=[CH:15][CH:16]=2)=[N:23][C:22]=1[CH3:24])=[O:26]. (2) Given the reactants Cl.[NH2:2][CH2:3][C:4]1[S:5][C:6]([Br:9])=[CH:7][N:8]=1.CO.C[O-].[Na+].[CH:15](O)=[O:16], predict the reaction product. The product is: [Br:9][C:6]1[S:5][C:4]([CH2:3][NH:2][CH:15]=[O:16])=[N:8][CH:7]=1.